Dataset: Experimentally validated miRNA-target interactions with 360,000+ pairs, plus equal number of negative samples. Task: Binary Classification. Given a miRNA mature sequence and a target amino acid sequence, predict their likelihood of interaction. (1) The miRNA is hsa-miR-335-5p with sequence UCAAGAGCAAUAACGAAAAAUGU. The protein sequence of the target gene is MASELEPEVQAIDRSLLECSAEEIAGKWLQATDLTREVYQHLAHYVPKIYCRGPNPFPQKEDMLAQHVLLGPMEWYLCGEDPAFGFPKLEQANKPSHLCGRVFKVGEPTYSCRDCAVDPTCVLCMECFLGSIHRDHRYRMTTSGGGGFCDCGDTEAWKEGPYCQKHELNTSEIEEEEDPLVHLSEDVIARTYNIFAITFRYAVEILTWEKESELPADLEMVEKSDTYYCMLFNDEVHTYEQVIYTLQKAVNCTQKEAIGFATTVDRDGRRSVRYGDFQYCEQAKSVIVRNTSRQTKPLKV.... Result: 1 (interaction). (2) The miRNA is hsa-miR-372-3p with sequence AAAGUGCUGCGACAUUUGAGCGU. The protein sequence of the target gene is MALPQGQLTFKDVAIEFSQEEWTCLDPAQKTLYRDVMLENYRNLVSLDISCKCVNTDLPPKGKNNMGEAFYTVKLERLESCDTVGLSFQEVQKNTYDFECQWKDDEGNYKTVLMLQKENLPGRRAQRDRRAAGNRHIENQLGVSFQSHLPELQQFQHEGKIYEYNQVEKSPNNRGKHYKCDECGKVFSQNSRLTSHKRIHTGEKPYQCNKCGKAFTVRSNLTIHQVIHTGEKPYKCNECGKVFSQPSNLAGHQRIHTGEKPYKCNECGKAFRAHSKLTTHQVIHTGEKPYKCKECGKCFT.... Result: 1 (interaction). (3) The miRNA is rno-miR-195-5p with sequence UAGCAGCACAGAAAUAUUGGC. The protein sequence of the target gene is MTDGDYDYLIKLLALGDSGVGKTTFLYRYTDNKFNPKFITTVGIDFREKRVVYDTQGADGASGKAFKVHLQLWDTAGQERFRSLTTAFFRDAMGFLLMFDLTSQQSFLNVRNWMSQLQANAYCENPDIVLIGNKADLPDQREVNERQARELAEKYGIPYFETSAATGQNVEKSVETLLDLIMKRMEKCVEKTQVPDTVNGGNSGKLDGEKPAEKKCAC. Result: 0 (no interaction). (4) The miRNA is hsa-miR-6891-3p with sequence CCCUCAUCUUCCCCUCCUUUC. The protein sequence of the target gene is MNGGAERAMRSLPSLGGLALLCCAAAAAAAAVASAASAGNVTGGGGAAGQVDASPGPGLRGEPSHPFPRATAPTAQAPRTGPPRATVHRPLAATSPAQSPETTPLWATAGPSSTTFQAPLGPSPTTPPAAERTSTTSQAPTRPAPTTLSTTTGPAPTTPVATTVPAPTTPRTPTPDLPSSSNSSVLPTPPATEAPSSPPPEYVCNCSVVGSLNVNRCNQTTGQCECRPGYQGLHCETCKEGFYLNYTSGLCQPCDCSPHGALSIPCNSSGKCQCKVGVIGSICDRCQDGYYGFSKNGCLP.... Result: 0 (no interaction). (5) The miRNA is mmu-miR-340-5p with sequence UUAUAAAGCAAUGAGACUGAUU. The protein sequence of the target gene is MSDNGELEDKPPAPPVRMSSTIFSTGGKDPLSANHSLKPLPSVPEEKKPRNKIISIFSGTEKGSKKKEKERPEISPPSDFEHTIHVGFDAVTGEFTGMPEQWARLLQTSNITKLEQKKNPQAVLDVLKFYDSNTVKQKYLSFTPPEKDGFPSGTPALNTKGSETSAVVTEEDDDDEDAAPPVIAPRPDHTKSIYTRSVIDPIPAPVGDSNVDSGAKSSDKQKKKAKMTDEEIMEKLRTIVSIGDPKKKYTRYEKIGQGASGTVFTATDVALGQEVAIKQINLQKQPKKELIINEILVMKE.... Result: 1 (interaction). (6) The miRNA is hsa-miR-6732-5p with sequence UAGGGGGUGGCAGGCUGGCC. The protein sequence of the target gene is MKAPGRLVLIILCSVVFSAVYILLCCWAGLPLCLATCLDHHFPTGSRPTVPGPLHFSGYSSVPDGKPLVREPCRSCAVVSSSGQMLGSGLGAEIDSAECVFRMNQAPTVGFEADVGQRSTLRVVSHTSVPLLLRNYSHYFQKARDTLYMVWGQGRHMDRVLGGRTYRTLLQLTRMYPGLQVYTFTERMMAYCDQIFQDETGKNRRQSGSFLSTGWFTMILALELCEEIVVYGMVSDSYCREKSHPSVPYHYFEKGRLDECQMYLAHEQAPRSAHRFITEKAVFSRWAKKRPIVFAHPSWR.... Result: 0 (no interaction). (7) The miRNA is hsa-miR-5581-3p with sequence UUCCAUGCCUCCUAGAAGUUCC. The protein sequence of the target gene is METTNGTETWYESLHAVLKALNATLHSNLLCRPGPGLGPDNQTEERRASLPGRDDNSYMYILFVMFLFAVTVGSLILGYTRSRKVDKRSDPYHVYIKNRVSMI. Result: 0 (no interaction). (8) The miRNA is hsa-miR-4706 with sequence AGCGGGGAGGAAGUGGGCGCUGCUU. The protein sequence of the target gene is MDLPRGLVVAWALSLWPGFTDTFNMDTRKPRVIPGSRTAFFGYTVQQHDISGNKWLVVGAPLETNGYQKTGDVYKCPVIHGNCTKLNLGRVTLSNVSERKDNMRLGLSLATNPKDNSFLACSPLWSHECGSSYYTTGMCSRVNSNFRFSKTVAPALQRCQTYMDIVIVLDGSNSIYPWVEVQHFLINILKKFYIGPGQIQVGVVQYGEDVVHEFHLNDYRSVKDVVEAASHIEQRGGTETRTAFGIEFARSEAFQKGGRKGAKKVMIVITDGESHDSPDLEKVIQQSERDNVTRYAVAVL.... Result: 0 (no interaction). (9) The miRNA is mmu-miR-3099-3p with sequence UAGGCUAGAGAGAGGUUGGGGA. The protein sequence of the target gene is MSGTILENLSGRKLSILVATLLLCQVLCFLLGGLYAPLPAGHVTVLGSLCREDHARQNDTSFLLYSRGAGACIPVTREEVEQDSTKMANELVHVFQMPLPRDLRDLDYSRWQQNLIGVLQVEFGYDSSSELREPPRELQLTIDMRLAYRNKGDPDNGWKLYAHGVEHRYLDCVTSHVGPTETLYSCDMIPLFELGALHHSFYLLNLRFPLDTPSQMNLQFGHMHDLTLTAIHQNGGFTQIWLLLKTMLFPFVVGIMIWFWRRVHLLQRSPALLEYMLIYLGAALTFLNLPLEYLSLVYEM.... Result: 0 (no interaction).